The task is: Predict which catalyst facilitates the given reaction.. This data is from Catalyst prediction with 721,799 reactions and 888 catalyst types from USPTO. (1) Reactant: [C:1]12([C:7]3[C:11]4[CH2:12][NH:13][CH2:14][CH2:15][C:10]=4[NH:9][N:8]=3)[CH2:6][CH:5]1[CH2:4][CH2:3][CH2:2]2.[Cl:16][C:17]1[CH:22]=[CH:21][CH:20]=[C:19]([N:23]=[C:24]=[O:25])[CH:18]=1.O. Product: [C:1]12([C:7]3[C:11]4[CH2:12][N:13]([C:24]([NH:23][C:19]5[CH:20]=[CH:21][CH:22]=[C:17]([Cl:16])[CH:18]=5)=[O:25])[CH2:14][CH2:15][C:10]=4[NH:9][N:8]=3)[CH2:6][CH:5]1[CH2:4][CH2:3][CH2:2]2. The catalyst class is: 2. (2) Reactant: [CH2:1]([N:8]1[CH2:12][CH:11]([CH3:13])[CH:10]([NH:14][CH3:15])[CH2:9]1)[C:2]1[CH:7]=[CH:6][CH:5]=[CH:4][CH:3]=1.[Cl:16][C:17]1[CH:18]=[CH:19][C:20]([CH2:23][O:24][C:25]2[CH:30]=[CH:29][N:28]([C:31]3[CH:32]=[N:33][C:34](F)=[CH:35][CH:36]=3)[C:27](=[O:38])[CH:26]=2)=[N:21][CH:22]=1.C([O-])([O-])=O.[K+].[K+].[Br-].C([NH+](CCCC)CCCC)CCC. Product: [Cl:16][C:17]1[CH:18]=[CH:19][C:20]([CH2:23][O:24][C:25]2[CH:30]=[CH:29][N:28]([C:31]3[CH:32]=[N:33][C:34]([N:14]([CH3:15])[CH:10]4[CH:11]([CH3:13])[CH2:12][N:8]([CH2:1][C:2]5[CH:7]=[CH:6][CH:5]=[CH:4][CH:3]=5)[CH2:9]4)=[CH:35][CH:36]=3)[C:27](=[O:38])[CH:26]=2)=[N:21][CH:22]=1. The catalyst class is: 3. (3) Reactant: [O:1]=[C:2]1[CH:6]=[CH:5][C:4](=[O:7])[N:3]1[CH2:8][CH2:9][C:10](=[O:69])[NH:11][CH2:12][CH2:13][O:14][CH2:15][CH2:16][O:17][CH2:18][CH2:19][O:20][CH2:21][CH2:22][O:23][CH2:24][CH2:25][C:26](=[O:68])[NH:27][CH2:28][CH2:29][CH2:30][O:31][C:32]1[CH:67]=[CH:66][C:35]([C:36]([C:38]2[CH:43]=[CH:42][C:41]([NH:44][CH2:45][CH2:46][O:47][CH2:48][CH2:49][O:50][CH2:51][CH2:52][O:53][CH2:54][CH2:55][O:56][CH2:57][CH2:58][C:59]([O:61]C(C)(C)C)=[O:60])=[CH:40][CH:39]=2)=[O:37])=[CH:34][CH:33]=1. Product: [O:1]=[C:2]1[CH:6]=[CH:5][C:4](=[O:7])[N:3]1[CH2:8][CH2:9][C:10](=[O:69])[NH:11][CH2:12][CH2:13][O:14][CH2:15][CH2:16][O:17][CH2:18][CH2:19][O:20][CH2:21][CH2:22][O:23][CH2:24][CH2:25][C:26](=[O:68])[NH:27][CH2:28][CH2:29][CH2:30][O:31][C:32]1[CH:33]=[CH:34][C:35]([C:36]([C:38]2[CH:43]=[CH:42][C:41]([NH:44][CH2:45][CH2:46][O:47][CH2:48][CH2:49][O:50][CH2:51][CH2:52][O:53][CH2:54][CH2:55][O:56][CH2:57][CH2:58][C:59]([OH:61])=[O:60])=[CH:40][CH:39]=2)=[O:37])=[CH:66][CH:67]=1. The catalyst class is: 157. (4) Reactant: C([N:8]1[CH2:12][CH2:11][C:10]([C:14]2[CH:19]=[C:18]([F:20])[CH:17]=[C:16]([F:21])[CH:15]=2)([OH:13])[CH2:9]1)C1C=CC=CC=1.C([SiH](CC)CC)C. Product: [F:21][C:16]1[CH:15]=[C:14]([C:10]2([OH:13])[CH2:11][CH2:12][NH:8][CH2:9]2)[CH:19]=[C:18]([F:20])[CH:17]=1. The catalyst class is: 43. (5) Reactant: [Cl:1][C:2]1[N:7]=[CH:6][C:5]([C@@H:8]([OH:11])[CH2:9][OH:10])=[CH:4][CH:3]=1.[C:12]1([CH3:22])[CH:17]=[CH:16][C:15]([S:18](Cl)(=[O:20])=[O:19])=[CH:14][CH:13]=1. Product: [Cl:1][C:2]1[N:7]=[CH:6][C:5]([C@@H:8]([OH:11])[CH2:9][O:10][S:18]([C:15]2[CH:16]=[CH:17][C:12]([CH3:22])=[CH:13][CH:14]=2)(=[O:20])=[O:19])=[CH:4][CH:3]=1. The catalyst class is: 17.